From a dataset of Full USPTO retrosynthesis dataset with 1.9M reactions from patents (1976-2016). Predict the reactants needed to synthesize the given product. (1) Given the product [ClH:44].[NH2:8][C@@H:9]([CH2:25][C:26]1[CH:31]=[CH:30][C:29]([O:32][C:33](=[O:37])[CH:34]([CH3:36])[CH3:35])=[C:28]([O:38][C:39](=[O:43])[CH:40]([CH3:42])[CH3:41])[CH:27]=1)[C:10]([O:12][C@H:13]([CH3:24])[CH2:14][O:15][C:16]([C:18]1[CH:19]=[CH:20][CH:21]=[CH:22][CH:23]=1)=[O:17])=[O:11], predict the reactants needed to synthesize it. The reactants are: C(OC([NH:8][C@@H:9]([CH2:25][C:26]1[CH:31]=[CH:30][C:29]([O:32][C:33](=[O:37])[CH:34]([CH3:36])[CH3:35])=[C:28]([O:38][C:39](=[O:43])[CH:40]([CH3:42])[CH3:41])[CH:27]=1)[C:10]([O:12][C@H:13]([CH3:24])[CH2:14][O:15][C:16]([C:18]1[CH:23]=[CH:22][CH:21]=[CH:20][CH:19]=1)=[O:17])=[O:11])=O)(C)(C)C.[ClH:44]. (2) Given the product [C:19]([C:16]1[S:15][C:14]([C:12]2[NH:11][C:3]3[CH:4]=[CH:5][CH:6]=[C:7]([C:8]([NH2:9])=[O:10])[C:2]=3[N:1]=2)=[CH:18][CH:17]=1)(=[O:21])[CH3:20], predict the reactants needed to synthesize it. The reactants are: [NH2:1][C:2]1[C:7]([C:8](=[O:10])[NH2:9])=[CH:6][CH:5]=[CH:4][C:3]=1[NH:11][C:12]([C:14]1[S:15][C:16]([C:19](=[O:21])[CH3:20])=[CH:17][CH:18]=1)=O.C(O)(=O)C. (3) Given the product [NH2:15][C:10]1[N:11]=[C:12]([CH3:14])[N:13]=[C:8]([C:7]2[C:2]([NH:24][C:25]3[CH:26]=[C:27]([NH:32][S:33]([CH3:36])(=[O:35])=[O:34])[C:28]([Cl:31])=[N:29][CH:30]=3)=[N:3][CH:4]=[C:5]([CH:16]([N:18]3[CH2:23][CH2:22][O:21][CH2:20][CH2:19]3)[CH3:17])[CH:6]=2)[N:9]=1, predict the reactants needed to synthesize it. The reactants are: F[C:2]1[C:7]([C:8]2[N:13]=[C:12]([CH3:14])[N:11]=[C:10]([NH2:15])[N:9]=2)=[CH:6][C:5]([CH:16]([N:18]2[CH2:23][CH2:22][O:21][CH2:20][CH2:19]2)[CH3:17])=[CH:4][N:3]=1.[NH2:24][C:25]1[CH:26]=[C:27]([NH:32][S:33]([CH3:36])(=[O:35])=[O:34])[C:28]([Cl:31])=[N:29][CH:30]=1.C[Si]([N-][Si](C)(C)C)(C)C.[Na+].C1COCC1. (4) Given the product [F:14][C:2]1[N:3]=[C:4]([C:12]#[N:13])[CH:5]=[C:6]([C:8]([F:11])([F:10])[F:9])[CH:7]=1, predict the reactants needed to synthesize it. The reactants are: Cl[C:2]1[CH:7]=[C:6]([C:8]([F:11])([F:10])[F:9])[CH:5]=[C:4]([C:12]#[N:13])[N:3]=1.[F-:14].[K+].[Cl-].[NH4+]. (5) Given the product [CH2:9]([O:8][C:6]([C:20]1[S:24][C:23]([C:25]2[S:26][C:27]([C:6]([O:8][CH2:9][CH3:10])=[CH2:7])=[CH:28][N:29]=2)=[N:22][CH:21]=1)=[CH2:7])[CH3:10], predict the reactants needed to synthesize it. The reactants are: C([Sn](CCCC)(CCCC)[C:6]([O:8][CH2:9][CH3:10])=[CH2:7])CCC.Br[C:20]1[S:24][C:23]([C:25]2[S:26][C:27](Br)=[CH:28][N:29]=2)=[N:22][CH:21]=1.[F-].[K+]. (6) Given the product [NH2:25][C:21]1[N:20]=[C:19]([C:9]2[N:4]3[CH:5]=[C:6]([CH3:8])[CH:7]=[C:2]([NH:34][CH2:33][CH2:32][N:26]4[CH2:31][CH2:30][O:29][CH2:28][CH2:27]4)[C:3]3=[N:11][C:10]=2[C:12]2[CH:17]=[CH:16][CH:15]=[C:14]([CH3:18])[N:13]=2)[CH:24]=[CH:23][N:22]=1, predict the reactants needed to synthesize it. The reactants are: Br[C:2]1[C:3]2[N:4]([C:9]([C:19]3[CH:24]=[CH:23][N:22]=[C:21]([NH2:25])[N:20]=3)=[C:10]([C:12]3[CH:17]=[CH:16][CH:15]=[C:14]([CH3:18])[N:13]=3)[N:11]=2)[CH:5]=[C:6]([CH3:8])[CH:7]=1.[N:26]1([CH2:32][CH2:33][NH2:34])[CH2:31][CH2:30][O:29][CH2:28][CH2:27]1.CC([O-])(C)C.[Na+].C1(P(C2CCCCC2)C2C=CC=CC=2C2C=CC=CC=2N(C)C)CCCCC1. (7) Given the product [N:1]1([CH2:6][CH:7]([C:28]2[S:29][CH:30]=[CH:31][N:32]=2)[O:8][C:9]2[CH:10]=[CH:11][C:12]([CH2:19][CH2:20][C:21]3[CH:26]=[CH:25][C:24]([F:27])=[CH:23][CH:22]=3)=[C:13]([CH:18]=2)[C:14]([OH:16])=[O:15])[CH:5]=[CH:4][N:3]=[CH:2]1, predict the reactants needed to synthesize it. The reactants are: [N:1]1([CH2:6][CH:7]([C:28]2[S:29][CH:30]=[CH:31][N:32]=2)[O:8][C:9]2[CH:10]=[CH:11][C:12]([CH2:19][CH2:20][C:21]3[CH:26]=[CH:25][C:24]([F:27])=[CH:23][CH:22]=3)=[C:13]([CH:18]=2)[C:14]([O:16]C)=[O:15])[CH:5]=[CH:4][N:3]=[CH:2]1.[OH-].[Na+]. (8) Given the product [O:1]=[C:2]1[CH2:21][N:5]2[CH2:6][C@@H:7]([C:17]([O:19][CH3:20])=[O:18])[N:8]([C:10]([O:12][C:13]([CH3:14])([CH3:15])[CH3:16])=[O:11])[CH2:9][C@H:4]2[CH2:3]1, predict the reactants needed to synthesize it. The reactants are: [OH:1][C@H:2]1[CH2:21][N:5]2[CH2:6][C@@H:7]([C:17]([O:19][CH3:20])=[O:18])[N:8]([C:10]([O:12][C:13]([CH3:16])([CH3:15])[CH3:14])=[O:11])[CH2:9][C@H:4]2[CH2:3]1.C(OCC)(=O)C.C(N(CC)CC)C. (9) Given the product [Cl:21][C:11]1[CH:12]=[C:13]2[C:8](=[C:9]([CH3:22])[CH:10]=1)[N:7]=[C:6]([N:26]([CH2:24][CH3:25])[CH3:27])[C:5]([C:3]([OH:2])=[O:4])=[C:14]2[C:15]1[CH:16]=[CH:17][CH:18]=[CH:19][CH:20]=1, predict the reactants needed to synthesize it. The reactants are: C[O:2][C:3]([C:5]1[C:6](Cl)=[N:7][C:8]2[C:13]([C:14]=1[C:15]1[CH:20]=[CH:19][CH:18]=[CH:17][CH:16]=1)=[CH:12][C:11]([Cl:21])=[CH:10][C:9]=2[CH3:22])=[O:4].[CH2:24]([NH:26][CH3:27])[CH3:25]. (10) Given the product [Cl:1][C:2]1[NH:3][C:4]2[N:5]([N:9]=[C:10]([CH3:19])[C:11]=2[C:12]2[CH:17]=[CH:16][C:15]([F:18])=[CH:14][CH:13]=2)[C:6](=[O:20])[CH:7]=1, predict the reactants needed to synthesize it. The reactants are: [Cl:1][C:2]1[CH:7]=[C:6](Cl)[N:5]2[N:9]=[C:10]([CH3:19])[C:11]([C:12]3[CH:17]=[CH:16][C:15]([F:18])=[CH:14][CH:13]=3)=[C:4]2[N:3]=1.[OH-:20].[Na+].Cl.